From a dataset of Reaction yield outcomes from USPTO patents with 853,638 reactions. Predict the reaction yield, written as a fraction of the theoretical maximum amount of product (1.0 means a 100% yield; for example, 0.34 means a 34% yield). (1) The reactants are [CH2:1]([O:3][C:4]([C:6]1[C:11]([F:12])=[CH:10][CH:9]=[CH:8][C:7]=1F)=[O:5])[CH3:2].[CH2:14]1[O:18][C:17]2[CH:19]=[C:20]([OH:23])[CH:21]=[CH:22][C:16]=2[O:15]1. The catalyst is CS(C)=O. The product is [CH2:1]([O:3][C:4]([C:6]1[C:7]([O:23][C:20]2[CH:21]=[CH:22][C:16]3[O:15][CH2:14][O:18][C:17]=3[CH:19]=2)=[CH:8][CH:9]=[CH:10][C:11]=1[F:12])=[O:5])[CH3:2]. The yield is 0.610. (2) The reactants are C[N:2](C)[CH:3]=[CH:4][C:5]([C:7]1[C:12](=[O:13])[CH:11]=[CH:10][N:9]([C:14]2[CH:19]=[CH:18][CH:17]=[C:16]([C:20]([F:23])([F:22])[F:21])[CH:15]=2)[N:8]=1)=O.Cl.[CH3:26][O:27][C:28]1[CH:33]=[CH:32][C:31]([NH:34]N)=[CH:30][CH:29]=1.CCN(CC)CC. The catalyst is C(O)C. The product is [CH3:26][O:27][C:28]1[CH:33]=[CH:32][C:31]([N:34]2[C:5]([C:7]3[C:12](=[O:13])[CH:11]=[CH:10][N:9]([C:14]4[CH:19]=[CH:18][CH:17]=[C:16]([C:20]([F:23])([F:22])[F:21])[CH:15]=4)[N:8]=3)=[CH:4][CH:3]=[N:2]2)=[CH:30][CH:29]=1. The yield is 0.370.